This data is from Forward reaction prediction with 1.9M reactions from USPTO patents (1976-2016). The task is: Predict the product of the given reaction. (1) Given the reactants [Cl:1][C:2]1[C:3]([C:34]2[CH:39]=[CH:38][C:37]([O:40][CH3:41])=[CH:36][CH:35]=2)=[C:4]2[C:18]3[CH2:19][CH2:20][C@H:21]([C:23]([NH:25][C@@H](C4C=CC=CC=4)C)=[O:24])[CH2:22][C:17]=3[S:16][C:5]2=[N:6][C:7]=1[CH2:8][N:9]1[C:13](=[O:14])[CH2:12][O:11][C:10]1=[O:15].C1(OC)C=CC=CC=1.CS(O)(=O)=O.C(OCC)(=O)C, predict the reaction product. The product is: [Cl:1][C:2]1[C:3]([C:34]2[CH:39]=[CH:38][C:37]([O:40][CH3:41])=[CH:36][CH:35]=2)=[C:4]2[C:18]3[CH2:19][CH2:20][C@H:21]([C:23]([NH2:25])=[O:24])[CH2:22][C:17]=3[S:16][C:5]2=[N:6][C:7]=1[CH2:8][N:9]1[C:13](=[O:14])[CH2:12][O:11][C:10]1=[O:15]. (2) Given the reactants [Br:1][C:2]1[CH:3]=[C:4]([CH:7]=[CH:8][C:9]=1[OH:10])[CH:5]=[O:6].[CH2:11]([O:13][C:14](=[O:19])[C:15](Br)([CH3:17])[CH3:16])[CH3:12].C([O-])([O-])=O.[K+].[K+], predict the reaction product. The product is: [CH2:11]([O:13][C:14](=[O:19])[C:15]([O:10][C:9]1[CH:8]=[CH:7][C:4]([CH:5]=[O:6])=[CH:3][C:2]=1[Br:1])([CH3:17])[CH3:16])[CH3:12].